From a dataset of Catalyst prediction with 721,799 reactions and 888 catalyst types from USPTO. Predict which catalyst facilitates the given reaction. (1) Product: [F:56][CH:10]([C:11]1[CH:16]=[CH:15][CH:14]=[CH:13][C:12]=1[O:17][C:18]([F:21])([F:19])[F:20])[S:7]([C:4]1[CH2:3][C:2]([CH3:22])([CH3:1])[O:6][N:5]=1)(=[O:8])=[O:9]. Reactant: [CH3:1][C:2]1([CH3:22])[O:6][N:5]=[C:4]([S:7]([CH2:10][C:11]2[CH:16]=[CH:15][CH:14]=[CH:13][C:12]=2[O:17][C:18]([F:21])([F:20])[F:19])(=[O:9])=[O:8])[CH2:3]1.C(N1CCN2CCN(CC(C)C)P1N(CC(C)C)CC2)C(C)C.C1C=CC(S(N(S(C2C=CC=CC=2)(=O)=O)[F:56])(=O)=O)=CC=1. The catalyst class is: 10. (2) Reactant: [OH:1][C:2]1[C:3]([CH3:18])=[C:4]2[C:9](=[C:10]([CH3:13])[C:11]=1[CH3:12])[O:8][C:7]([CH3:17])([C:14]([OH:16])=O)[CH2:6][CH2:5]2.C1N=CN(C(N2C=NC=C2)=O)C=1.[O:31]1[CH2:36][CH2:35][N:34]([CH2:37][CH2:38][CH2:39][NH2:40])[CH2:33][CH2:32]1. The catalyst class is: 1. Product: [OH:1][C:2]1[C:3]([CH3:18])=[C:4]2[C:9](=[C:10]([CH3:13])[C:11]=1[CH3:12])[O:8][C:7]([CH3:17])([C:14]([NH:40][CH2:39][CH2:38][CH2:37][N:34]1[CH2:35][CH2:36][O:31][CH2:32][CH2:33]1)=[O:16])[CH2:6][CH2:5]2. (3) Reactant: P.C([O:4][C:5](=[O:19])[CH2:6][O:7][C:8]1[CH:13]=[CH:12][C:11]([S:14](Cl)(=O)=O)=[CH:10][C:9]=1[Cl:18])C.O. Product: [Cl:18][C:9]1[CH:10]=[C:11]([SH:14])[CH:12]=[CH:13][C:8]=1[O:7][CH2:6][C:5]([OH:19])=[O:4]. The catalyst class is: 15. (4) Reactant: [CH3:1][C:2]1[N:7]=[C:6](OS(C(F)(F)F)(=O)=O)[CH:5]=[C:4]([C:16]2[CH:21]=[CH:20][C:19]([O:22][C:23]([F:26])([F:25])[F:24])=[CH:18][CH:17]=2)[CH:3]=1.[C:27]([NH:31][S:32]([C:35]1[CH:40]=[CH:39][CH:38]=[C:37]([C:41]2[CH:46]=[CH:45][CH:44]=[C:43]([Sn](CCCC)(CCCC)CCCC)[N:42]=2)[CH:36]=1)(=[O:34])=[O:33])([CH3:30])([CH3:29])[CH3:28]. The catalyst class is: 11. Product: [C:27]([NH:31][S:32]([C:35]1[CH:40]=[CH:39][CH:38]=[C:37]([C:41]2[N:42]=[C:43]([C:6]3[CH:5]=[C:4]([C:16]4[CH:17]=[CH:18][C:19]([O:22][C:23]([F:24])([F:25])[F:26])=[CH:20][CH:21]=4)[CH:3]=[C:2]([CH3:1])[N:7]=3)[CH:44]=[CH:45][CH:46]=2)[CH:36]=1)(=[O:33])=[O:34])([CH3:30])([CH3:28])[CH3:29]. (5) Reactant: [Cl:1][C:2]1[CH:7]=[C:6]([NH2:8])[N:5]2[N:9]=[CH:10][CH:11]=[C:4]2[N:3]=1.C(N([CH2:19][CH3:20])C(C)C)(C)C.[CH3:21][Si:22]([CH3:29])([CH3:28])[CH2:23][CH2:24][O:25][CH2:26]Cl.[C:30]([O-:33])(O)=O.[Na+]. Product: [Cl:1][C:2]1[CH:7]=[C:6]([N:8]([CH2:30][O:33][CH2:19][CH2:20][Si:22]([CH3:28])([CH3:23])[CH3:21])[CH2:26][O:25][CH2:24][CH2:23][Si:22]([CH3:29])([CH3:28])[CH3:21])[N:5]2[N:9]=[CH:10][CH:11]=[C:4]2[N:3]=1. The catalyst class is: 2. (6) Reactant: CC1C=CC(S(O[CH2:12][C@H:13]2[CH2:26][O:25][C:16]3[CH:17]=[CH:18][C:19]4[N:20]=[C:21]([CH3:24])[O:22][C:23]=4[C:15]=3[O:14]2)(=O)=O)=CC=1.[F:27][C:28]1[CH:36]=[C:35]2[C:31]([C:32]([C:37]3[CH2:38][CH2:39][NH:40][CH2:41][CH:42]=3)=[CH:33][NH:34]2)=[CH:30][CH:29]=1. Product: [F:27][C:28]1[CH:36]=[C:35]2[C:31]([C:32]([C:37]3[CH2:38][CH2:39][N:40]([CH2:12][CH:13]4[O:14][C:15]5[C:16](=[CH:17][CH:18]=[C:19]6[N:20]=[C:21]([CH3:24])[O:22][C:23]6=5)[O:25][CH2:26]4)[CH2:41][CH:42]=3)=[CH:33][NH:34]2)=[CH:30][CH:29]=1. The catalyst class is: 148.